Dataset: Reaction yield outcomes from USPTO patents with 853,638 reactions. Task: Predict the reaction yield, written as a fraction of the theoretical maximum amount of product (1.0 means a 100% yield; for example, 0.34 means a 34% yield). (1) The reactants are Cl[C:2]1[CH:7]=[CH:6][N:5]=[C:4]([N:8]2[C:20](=[O:21])[C:19]3[S:18][C:17]4[CH2:16][CH2:15][CH2:14][CH2:13][C:12]=4[C:11]=3[CH:10]=[N:9]2)[C:3]=1[CH:22]=[O:23].[CH3:24][N:25]1[CH:30]=[C:29](B2OC(C)(C)C(C)(C)O2)[CH:28]=[C:27]([NH:40][C:41]2[CH:50]=[C:44]3[CH2:45][N:46]([CH3:49])[CH2:47][CH2:48][N:43]3[N:42]=2)[C:26]1=[O:51].[O-]P([O-])([O-])=O.[K+].[K+].[K+].O.O.O.C([O-])(=O)C.[Na+]. The catalyst is O.C1C=CC(P(C2C=CC=CC=2)[C-]2C=CC=C2)=CC=1.C1C=CC(P(C2C=CC=CC=2)[C-]2C=CC=C2)=CC=1.Cl[Pd]Cl.[Fe+2].C(#N)C. The product is [CH3:24][N:25]1[C:26](=[O:51])[C:27]([NH:40][C:41]2[CH:50]=[C:44]3[CH2:45][N:46]([CH3:49])[CH2:47][CH2:48][N:43]3[N:42]=2)=[CH:28][C:29]([C:2]2[CH:7]=[CH:6][N:5]=[C:4]([N:8]3[C:20](=[O:21])[C:19]4[S:18][C:17]5[CH2:16][CH2:15][CH2:14][CH2:13][C:12]=5[C:11]=4[CH:10]=[N:9]3)[C:3]=2[CH:22]=[O:23])=[CH:30]1. The yield is 0.880. (2) The reactants are [H-].[Na+].[CH3:3][C:4]1[CH:8]=[C:7]([CH3:9])[NH:6][C:5]=1[CH:10]=[C:11]1[C:19]2[C:14](=[CH:15][CH:16]=[CH:17][CH:18]=2)[NH:13][C:12]1=[O:20].Cl[CH2:22][C:23]1[CH:28]=[CH:27][C:26]([O:29][CH3:30])=[CH:25][CH:24]=1.C([O-])(O)=O.[Na+]. The yield is 0.600. The catalyst is CN(C=O)C.O. The product is [CH3:3][C:4]1[CH:8]=[C:7]([CH3:9])[NH:6][C:5]=1[CH:10]=[C:11]1[C:19]2[C:14](=[CH:15][CH:16]=[CH:17][CH:18]=2)[N:13]([CH2:22][C:23]2[CH:28]=[CH:27][C:26]([O:29][CH3:30])=[CH:25][CH:24]=2)[C:12]1=[O:20]. (3) The reactants are C1C(=O)N(Cl)C(=O)C1.[CH:9]1([N:12]([CH2:20][C:21]2[CH:26]=[CH:25][C:24](/[CH:27]=[N:28]/[OH:29])=[CH:23][CH:22]=2)[C:13](=[O:19])[O:14][C:15]([CH3:18])([CH3:17])[CH3:16])[CH2:11][CH2:10]1.[Br:30][C:31]1[N:32]=[C:33]([C:52]#[CH:53])[C:34]([N:37]([C:45]([O:47][C:48]([CH3:51])([CH3:50])[CH3:49])=[O:46])[C:38](=[O:44])[O:39][C:40]([CH3:43])([CH3:42])[CH3:41])=[N:35][CH:36]=1. The catalyst is CN(C=O)C.C(OCC)(=O)C.O. The product is [C:48]([O:47][C:45]([N:37]([C:38]([O:39][C:40]([CH3:43])([CH3:42])[CH3:41])=[O:44])[C:34]1[C:33]([C:52]2[O:29][N:28]=[C:27]([C:24]3[CH:23]=[CH:22][C:21]([CH2:20][N:12]([CH:9]4[CH2:10][CH2:11]4)[C:13](=[O:19])[O:14][C:15]([CH3:17])([CH3:16])[CH3:18])=[CH:26][CH:25]=3)[CH:53]=2)=[N:32][C:31]([Br:30])=[CH:36][N:35]=1)=[O:46])([CH3:51])([CH3:50])[CH3:49]. The yield is 0.410. (4) The reactants are [F:1][C:2]1[CH:8]=[C:7]([I:9])[CH:6]=[CH:5][C:3]=1[NH2:4].[C:10](OC(=O)C)(=[O:12])[CH3:11]. The catalyst is O1CCCC1. The product is [F:1][C:2]1[CH:8]=[C:7]([I:9])[CH:6]=[CH:5][C:3]=1[NH:4][C:10](=[O:12])[CH3:11]. The yield is 0.920. (5) The reactants are Cl.CO[C:4](=[O:17])[C@H:5]([CH2:7][C:8]1[C:16]2[C:11](=[CH:12][CH:13]=[CH:14][CH:15]=2)[NH:10][CH:9]=1)[NH2:6].C(N(CC)CC)C.[CH2:25]([N:27]=[C:28]=[O:29])[CH3:26].Cl. The catalyst is ClCCl.O1CCOCC1. The product is [CH2:25]([N:27]1[C:4](=[O:17])[CH:5]([CH2:7][C:8]2[C:16]3[C:11](=[CH:12][CH:13]=[CH:14][CH:15]=3)[NH:10][CH:9]=2)[NH:6][C:28]1=[O:29])[CH3:26]. The yield is 0.930. (6) The reactants are Br[C:2]1[C:10]2[C:9]([NH:11][CH:12]([C:14]3[CH:19]=[CH:18][C:17]([O:20][CH3:21])=[CH:16][CH:15]=3)[CH3:13])=[N:8][CH:7]=[N:6][C:5]=2[S:4][CH:3]=1.[CH3:22][N:23]1CCCC1=O. No catalyst specified. The product is [C:22]([C:2]1[C:10]2[C:9]([NH:11][CH:12]([C:14]3[CH:19]=[CH:18][C:17]([O:20][CH3:21])=[CH:16][CH:15]=3)[CH3:13])=[N:8][CH:7]=[N:6][C:5]=2[S:4][CH:3]=1)#[N:23]. The yield is 0.300. (7) The product is [CH3:13][O:12][C:10]([C:7]1[CH:8]=[C:9]2[C:4]([C:3]([C:20](=[O:21])[CH2:19][Cl:18])=[CH:2][NH:1]2)=[CH:5][CH:6]=1)=[O:11]. The catalyst is C(OCC)C.C(Cl)Cl.[Cl-].[Zn+2].[Cl-]. The yield is 0.200. The reactants are [NH:1]1[C:9]2[C:4](=[CH:5][CH:6]=[C:7]([C:10]([O:12][CH3:13])=[O:11])[CH:8]=2)[CH:3]=[CH:2]1.C([Mg]Cl)C.[Cl:18][CH2:19][C:20](Cl)=[O:21].C1COCC1. (8) The reactants are [CH3:1][C:2]1[CH:7]=[CH:6][N:5]=[C:4]([C:8]([O-])=[O:9])[N:3]=1.[BH4-].[Na+]. The catalyst is CCO. The product is [CH3:1][C:2]1[CH:7]=[CH:6][N:5]=[C:4]([CH2:8][OH:9])[N:3]=1. The yield is 0.500.